Dataset: Peptide-MHC class II binding affinity with 134,281 pairs from IEDB. Task: Regression. Given a peptide amino acid sequence and an MHC pseudo amino acid sequence, predict their binding affinity value. This is MHC class II binding data. (1) The MHC is HLA-DQA10501-DQB10201 with pseudo-sequence HLA-DQA10501-DQB10201. The peptide sequence is PPMAALEEKGILFTSPFVLA. The binding affinity (normalized) is 0.0161. (2) The peptide sequence is SRWSSPDNVKPIYIV. The MHC is HLA-DQA10102-DQB10602 with pseudo-sequence HLA-DQA10102-DQB10602. The binding affinity (normalized) is 0.155. (3) The peptide sequence is LTQYFVQENYLEYRQVPG. The MHC is DRB1_0101 with pseudo-sequence DRB1_0101. The binding affinity (normalized) is 0.310. (4) The peptide sequence is GAFLVRNGKKLIPSW. The MHC is DRB1_0301 with pseudo-sequence DRB1_0301. The binding affinity (normalized) is 0.778. (5) The peptide sequence is ESKYFAATQFEPLAA. The MHC is HLA-DPA10201-DPB10101 with pseudo-sequence HLA-DPA10201-DPB10101. The binding affinity (normalized) is 0.851. (6) The peptide sequence is KASPVLAFPAGVCPT. The MHC is DRB1_1501 with pseudo-sequence DRB1_1501. The binding affinity (normalized) is 0.417. (7) The peptide sequence is QWKTANEAVQDPKFW. The MHC is DRB4_0103 with pseudo-sequence DRB4_0103. The binding affinity (normalized) is 0.314.